From a dataset of Reaction yield outcomes from USPTO patents with 853,638 reactions. Predict the reaction yield, written as a fraction of the theoretical maximum amount of product (1.0 means a 100% yield; for example, 0.34 means a 34% yield). (1) The reactants are COC1C=CC(P2(SP(C3C=CC(OC)=CC=3)(=S)S2)=[S:10])=CC=1.[N:23]1[CH:28]=[CH:27][C:26]([C:29]2[CH:34]=[CH:33][N:32]3[C:35]([C:38]4[CH:43]=[CH:42][C:41]([CH2:44][C:45]([NH:47][C:48]5[CH:53]=[CH:52][CH:51]=[C:50]([C:54]([F:57])([F:56])[F:55])[CH:49]=5)=O)=[CH:40][CH:39]=4)=[CH:36][N:37]=[C:31]3[CH:30]=2)=[CH:25][CH:24]=1.CO. The catalyst is CN(C)P(N(C)C)(N(C)C)=O. The product is [N:23]1[CH:28]=[CH:27][C:26]([C:29]2[CH:34]=[CH:33][N:32]3[C:35]([C:38]4[CH:43]=[CH:42][C:41]([CH2:44][C:45]([NH:47][C:48]5[CH:53]=[CH:52][CH:51]=[C:50]([C:54]([F:57])([F:56])[F:55])[CH:49]=5)=[S:10])=[CH:40][CH:39]=4)=[CH:36][N:37]=[C:31]3[CH:30]=2)=[CH:25][CH:24]=1. The yield is 0.310. (2) The catalyst is O1CCOCC1. The product is [Cl:1][C:2]1[N:19]=[CH:18][CH:17]=[C:16]([NH:28][CH2:27][C:26]2[CH:29]=[CH:30][C:23]([O:22][CH3:21])=[CH:24][CH:25]=2)[C:3]=1[C:4]([NH:6][CH2:7][C:8]1[CH:13]=[CH:12][C:11]([F:14])=[C:10]([F:15])[CH:9]=1)=[O:5]. The reactants are [Cl:1][C:2]1[N:19]=[CH:18][CH:17]=[C:16](I)[C:3]=1[C:4]([NH:6][CH2:7][C:8]1[CH:13]=[CH:12][C:11]([F:14])=[C:10]([F:15])[CH:9]=1)=[O:5].[CH3:21][O:22][C:23]1[CH:30]=[CH:29][C:26]([CH2:27][NH2:28])=[CH:25][CH:24]=1.C([O-])([O-])=O.[Cs+].[Cs+]. The yield is 0.675. (3) The reactants are N(C(N1CCCCC1)=O)=NC(N1CCCCC1)=O.[CH2:19]([N:26]([CH3:35])[CH2:27][CH2:28][CH:29]([OH:34])[CH2:30][CH:31]([CH3:33])[CH3:32])[C:20]1[CH:25]=[CH:24][CH:23]=[CH:22][CH:21]=1.O[C:37]1[C:42]2[CH:43]=[CH:44][S:45][C:41]=2[CH:40]=[CH:39][CH:38]=1.C(P(CCCC)CCCC)CCC. The catalyst is ClCCl.C1(C)C=CC=CC=1. The product is [S:45]1[CH:44]=[CH:43][C:42]2[C:37]([O:34][CH:29]([CH2:30][CH:31]([CH3:32])[CH3:33])[CH2:28][CH2:27][N:26]([CH2:19][C:20]3[CH:25]=[CH:24][CH:23]=[CH:22][CH:21]=3)[CH3:35])=[CH:38][CH:39]=[CH:40][C:41]1=2. The yield is 0.590. (4) The reactants are [NH2:1][C:2]1[CH:36]=[CH:35][C:5]([O:6][C:7]2[CH:12]=[CH:11][N:10]=[C:9]3[CH:13]=[C:14]([C:16]4[N:21]=[CH:20][C:19]([CH2:22][N:23]([CH2:31][CH2:32][O:33][CH3:34])[C:24](=[O:30])[O:25][C:26]([CH3:29])([CH3:28])[CH3:27])=[CH:18][CH:17]=4)[S:15][C:8]=23)=[C:4]([F:37])[CH:3]=1.CCN([CH:44]([CH3:46])[CH3:45])C(C)C.CN(C(ON1N=N[C:57]2[CH:58]=[CH:59][CH:60]=N[C:56]1=2)=[N+](C)C)C.[F:64][P-](F)(F)(F)(F)F.C([O:74][CH2:75]C)(=O)C.[CH3:77][N:78]([CH:80]=[O:81])C. No catalyst specified. The product is [F:37][C:4]1[CH:3]=[C:2]([NH:1][C:75]([C:44]2([C:80](=[O:81])[NH:78][C:77]3[CH:56]=[CH:57][C:58]([F:64])=[CH:59][CH:60]=3)[CH2:45][CH2:46]2)=[O:74])[CH:36]=[CH:35][C:5]=1[O:6][C:7]1[CH:12]=[CH:11][N:10]=[C:9]2[CH:13]=[C:14]([C:16]3[N:21]=[CH:20][C:19]([CH2:22][N:23]([CH2:31][CH2:32][O:33][CH3:34])[C:24](=[O:30])[O:25][C:26]([CH3:29])([CH3:28])[CH3:27])=[CH:18][CH:17]=3)[S:15][C:8]=12. The yield is 0.740. (5) The reactants are [CH2:1]([NH:4][C:5](=[O:13])[C:6]1[CH:11]=[CH:10][CH:9]=[C:8](Br)[CH:7]=1)[CH2:2][CH3:3].[C:14]1(B(O)O)[C:23]2[C:18](=[CH:19][CH:20]=[CH:21][CH:22]=2)[CH:17]=[CH:16][CH:15]=1. No catalyst specified. The product is [CH2:1]([NH:4][C:5](=[O:13])[C:6]1[CH:11]=[CH:10][CH:9]=[C:8]([C:22]2[C:23]3[C:18](=[CH:17][CH:16]=[CH:15][CH:14]=3)[CH:19]=[CH:20][CH:21]=2)[CH:7]=1)[CH2:2][CH3:3]. The yield is 0.750. (6) The reactants are [I:1][C:2]1[CH:8]=[C:7]([C:9]([F:12])([F:11])[F:10])[CH:6]=[CH:5][C:3]=1[NH2:4].Cl[C:14]([O:16][CH2:17][CH3:18])=[O:15]. The catalyst is N1C=CC=CC=1. The product is [CH2:17]([O:16][C:14]([NH:4][C:3]1[CH:5]=[CH:6][C:7]([C:9]([F:10])([F:11])[F:12])=[CH:8][C:2]=1[I:1])=[O:15])[CH3:18]. The yield is 0.550. (7) The reactants are [N+:1]([C:4]1[CH:5]=[C:6]([C:10]2[CH:14]=[C:13]([CH2:15][CH2:16][CH:17]=O)[O:12][N:11]=2)[CH:7]=[CH:8][CH:9]=1)([O-:3])=[O:2].[CH2:19]([N:26]1[CH2:31][CH2:30][NH:29][CH2:28][CH2:27]1)[C:20]1[CH:25]=[CH:24][CH:23]=[CH:22][CH:21]=1.[BH-](OC(C)=O)(OC(C)=O)OC(C)=O.[Na+]. The catalyst is C(Cl)Cl. The product is [N+:1]([C:4]1[CH:5]=[C:6]([C:10]2[CH:14]=[C:13]([CH2:15][CH2:16][CH2:17][N:29]3[CH2:30][CH2:31][N:26]([CH2:19][C:20]4[CH:21]=[CH:22][CH:23]=[CH:24][CH:25]=4)[CH2:27][CH2:28]3)[O:12][N:11]=2)[CH:7]=[CH:8][CH:9]=1)([O-:3])=[O:2]. The yield is 0.448. (8) The reactants are [CH:1]([C:4]1[C:8]([CH2:9][CH2:10][C:11]([O:13][CH2:14][CH3:15])=[O:12])=[CH:7][NH:6][N:5]=1)([CH3:3])[CH3:2].Cl[C:17]1[CH:22]=[C:21]([C:23]([F:26])([F:25])[F:24])[CH:20]=[CH:19][N:18]=1.[H-].[Na+].Cl. The catalyst is CN(C)C=O. The product is [CH:1]([C:4]1[C:8]([CH2:9][CH2:10][C:11]([O:13][CH2:14][CH3:15])=[O:12])=[CH:7][N:6]([C:17]2[CH:22]=[C:21]([C:23]([F:26])([F:25])[F:24])[CH:20]=[CH:19][N:18]=2)[N:5]=1)([CH3:3])[CH3:2]. The yield is 0.640. (9) The reactants are [CH3:1][O:2][CH2:3][C:4]1[CH:5]=[C:6]([CH:11]=[CH:12][C:13]=1[C:14]1[CH:15]=[C:16]2[C:21](=[C:22]([O:24][CH2:25][O:26][CH2:27][CH2:28][Si:29]([CH3:32])([CH3:31])[CH3:30])[CH:23]=1)[N:20]=[CH:19][N:18]([CH2:33][O:34][CH2:35][CH2:36][Si:37]([CH3:40])([CH3:39])[CH3:38])[C:17]2=[O:41])[C:7]([O:9]C)=[O:8].[OH-].[Li+]. The catalyst is O1CCCC1.CO. The product is [CH3:1][O:2][CH2:3][C:4]1[CH:5]=[C:6]([CH:11]=[CH:12][C:13]=1[C:14]1[CH:15]=[C:16]2[C:21](=[C:22]([O:24][CH2:25][O:26][CH2:27][CH2:28][Si:29]([CH3:30])([CH3:31])[CH3:32])[CH:23]=1)[N:20]=[CH:19][N:18]([CH2:33][O:34][CH2:35][CH2:36][Si:37]([CH3:40])([CH3:39])[CH3:38])[C:17]2=[O:41])[C:7]([OH:9])=[O:8]. The yield is 0.830.